From a dataset of NCI-60 drug combinations with 297,098 pairs across 59 cell lines. Regression. Given two drug SMILES strings and cell line genomic features, predict the synergy score measuring deviation from expected non-interaction effect. Drug 1: CC1=C(C=C(C=C1)NC(=O)C2=CC=C(C=C2)CN3CCN(CC3)C)NC4=NC=CC(=N4)C5=CN=CC=C5. Drug 2: CS(=O)(=O)OCCCCOS(=O)(=O)C. Cell line: OVCAR-8. Synergy scores: CSS=4.90, Synergy_ZIP=-0.422, Synergy_Bliss=1.93, Synergy_Loewe=-2.52, Synergy_HSA=-1.44.